Task: Predict the reaction yield, written as a fraction of the theoretical maximum amount of product (1.0 means a 100% yield; for example, 0.34 means a 34% yield).. Dataset: Reaction yield outcomes from USPTO patents with 853,638 reactions The reactants are CC(C)([O-])C.[Na+].[CH2:7]1[C:11]2([CH2:16][CH2:15][NH:14][CH2:13][CH2:12]2)[CH2:10][CH2:9][N:8]1[C:17]([O:19][C:20]([CH3:23])([CH3:22])[CH3:21])=[O:18].Cl[C:25]1[N:30]=[CH:29][C:28]([C:31]([F:34])([F:33])[F:32])=[CH:27][N:26]=1.C1C=CC(P(C2C(C3C(P(C4C=CC=CC=4)C4C=CC=CC=4)=CC=C4C=3C=CC=C4)=C3C(C=CC=C3)=CC=2)C2C=CC=CC=2)=CC=1. The catalyst is C1(C)C=CC=CC=1.CC([O-])=O.CC([O-])=O.[Pd+2]. The product is [F:32][C:31]([F:34])([F:33])[C:28]1[CH:27]=[N:26][C:25]([N:14]2[CH2:13][CH2:12][C:11]3([CH2:7][N:8]([C:17]([O:19][C:20]([CH3:23])([CH3:22])[CH3:21])=[O:18])[CH2:9][CH2:10]3)[CH2:16][CH2:15]2)=[N:30][CH:29]=1. The yield is 0.410.